Dataset: Full USPTO retrosynthesis dataset with 1.9M reactions from patents (1976-2016). Task: Predict the reactants needed to synthesize the given product. (1) Given the product [NH2:4][C:7]1[CH:16]=[CH:15][C:10]([C:11]([O:13][CH3:14])=[O:12])=[C:9]([N:17]2[CH2:21][CH2:20][O:19][C:18]2=[O:22])[CH:8]=1, predict the reactants needed to synthesize it. The reactants are: O.[Cl-].[NH4+].[N+:4]([C:7]1[CH:16]=[CH:15][C:10]([C:11]([O:13][CH3:14])=[O:12])=[C:9]([N:17]2[CH2:21][CH2:20][O:19][C:18]2=[O:22])[CH:8]=1)([O-])=O. (2) The reactants are: [ClH:1].[F:2][C:3]1[CH:8]=[CH:7][CH:6]=[C:5]([OH:9])[C:4]=1[C:10]1[N:19]=[C:18]([N:20]2[CH2:24][CH2:23][C@@H:22]([NH:25][C:26](=[O:32])[O:27][CH2:28][CH2:29][O:30][CH3:31])[CH2:21]2)[C:17]2[C:12](=[CH:13][C:14]([CH3:33])=[CH:15][CH:16]=2)[N:11]=1. Given the product [ClH:1].[F:2][C:3]1[CH:8]=[CH:7][CH:6]=[C:5]([OH:9])[C:4]=1[C:10]1[N:19]=[C:18]([N:20]2[CH2:24][CH2:23][C@@H:22]([NH:25][C:26](=[O:32])[O:27][CH2:28][CH2:29][O:30][CH3:31])[CH2:21]2)[C:17]2[C:12](=[CH:13][C:14]([CH3:33])=[CH:15][CH:16]=2)[N:11]=1, predict the reactants needed to synthesize it. (3) Given the product [F:27][C:26]1[C:21]([C:9]2[CH2:14][CH2:13][CH:12]([C:15]([F:16])([F:17])[F:18])[CH2:11][CH:10]=2)=[CH:22][C:23]([CH2:28][N:29]2[C:30](=[O:39])[C:31]3[C:36](=[CH:35][CH:34]=[CH:33][CH:32]=3)[C:37]2=[O:38])=[N:24][CH:25]=1, predict the reactants needed to synthesize it. The reactants are: CC1(C)C(C)(C)OB([C:9]2[CH2:14][CH2:13][CH:12]([C:15]([F:18])([F:17])[F:16])[CH2:11][CH:10]=2)O1.Br[C:21]1[C:26]([F:27])=[CH:25][N:24]=[C:23]([CH2:28][N:29]2[C:37](=[O:38])[C:36]3[C:31](=[CH:32][CH:33]=[CH:34][CH:35]=3)[C:30]2=[O:39])[CH:22]=1.C(=O)([O-])[O-].[K+].[K+].O. (4) Given the product [C:54]([C:56]1[NH:6][C:5]([C:27]2[C:28]([CH3:30])=[CH:29][C:20]([CH3:19])=[C:21]([CH:26]=2)[C:22]([O:24][CH3:25])=[O:23])=[C:4]([CH3:8])[N:3]=1)(=[O:55])[CH3:57], predict the reactants needed to synthesize it. The reactants are: CC1[NH:3][C:4]([C:8]2C=C(C=CC=2C)C(OC)=O)=[C:5](C)[N:6]=1.[CH3:19][C:20]1[CH:29]=[C:28]([CH3:30])[C:27](B2OC(C)(C)C(C)(C)O2)=[CH:26][C:21]=1[C:22]([O:24][CH3:25])=[O:23].CC1C=CC(C(OC)=O)=CC=1B1[O:55][C:54]([CH3:57])([CH3:56])[C:54]([CH3:57])([CH3:56])[O:55]1. (5) Given the product [F:26][C:27]1[CH:32]=[CH:31][C:30]([O:33][CH3:34])=[CH:29][C:28]=1[C:2]1[CH:20]=[CH:19][C:5]([CH2:6][O:7][C:8]2[CH:9]=[C:10]([CH2:14][CH2:15][C:16]([OH:18])=[O:17])[CH:11]=[CH:12][CH:13]=2)=[CH:4][C:3]=1[O:21][C:22]([F:25])([F:24])[F:23], predict the reactants needed to synthesize it. The reactants are: Cl[C:2]1[CH:20]=[CH:19][C:5]([CH2:6][O:7][C:8]2[CH:9]=[C:10]([CH2:14][CH2:15][C:16]([OH:18])=[O:17])[CH:11]=[CH:12][CH:13]=2)=[CH:4][C:3]=1[O:21][C:22]([F:25])([F:24])[F:23].[F:26][C:27]1[CH:32]=[CH:31][C:30]([O:33][CH3:34])=[CH:29][C:28]=1B(O)O.